The task is: Predict the reactants needed to synthesize the given product.. This data is from Full USPTO retrosynthesis dataset with 1.9M reactions from patents (1976-2016). (1) Given the product [CH2:1]([O:3][C:4](=[O:21])[C:5]1[CH:10]=[CH:9][C:8]([C:11]2[NH:20][C:14]3[N:15]=[CH:16][N:17]=[C:18]([NH:31][CH2:30][C:27]4[CH:28]=[N:29][C:24]([O:23][CH3:22])=[CH:25][CH:26]=4)[C:13]=3[CH:12]=2)=[CH:7][CH:6]=1)[CH3:2], predict the reactants needed to synthesize it. The reactants are: [CH2:1]([O:3][C:4](=[O:21])[C:5]1[CH:10]=[CH:9][C:8]([C:11]2[NH:20][C:14]3[N:15]=[CH:16][N:17]=[C:18](Cl)[C:13]=3[CH:12]=2)=[CH:7][CH:6]=1)[CH3:2].[CH3:22][O:23][C:24]1[N:29]=[CH:28][C:27]([CH2:30][NH2:31])=[CH:26][CH:25]=1.COC1C=CC(C#N)=CN=1.N. (2) Given the product [Br:1][C:2]1[C:3]([Cl:10])=[N:4][CH:5]=[C:6]([CH2:8][N:11]2[CH:15]=[CH:14][N:13]=[CH:12]2)[CH:7]=1, predict the reactants needed to synthesize it. The reactants are: [Br:1][C:2]1[C:3]([Cl:10])=[N:4][CH:5]=[C:6]([CH2:8]Br)[CH:7]=1.[NH:11]1[CH:15]=[CH:14][N:13]=[CH:12]1.C([O-])([O-])=O.[K+].[K+].